The task is: Regression. Given a peptide amino acid sequence and an MHC pseudo amino acid sequence, predict their binding affinity value. This is MHC class I binding data.. This data is from Peptide-MHC class I binding affinity with 185,985 pairs from IEDB/IMGT. (1) The peptide sequence is YIFFASFYY. The MHC is HLA-B58:01 with pseudo-sequence HLA-B58:01. The binding affinity (normalized) is 0.256. (2) The peptide sequence is ETPNELSFL. The MHC is Mamu-A11 with pseudo-sequence Mamu-A11. The binding affinity (normalized) is 0.